This data is from Catalyst prediction with 721,799 reactions and 888 catalyst types from USPTO. The task is: Predict which catalyst facilitates the given reaction. (1) Reactant: [C:1]([C:5]1[CH:9]=[C:8]([NH:10][C:11]([NH:13][C:14]2[C:23]3[C:18](=[CH:19][CH:20]=[CH:21][CH:22]=3)[CH:17]=[CH:16][CH:15]=2)=[O:12])[N:7]([C:24]2[CH:29]=[CH:28][C:27]([O:30][CH2:31][C:32]([O:34]C)=[O:33])=[CH:26][CH:25]=2)[N:6]=1)([CH3:4])([CH3:3])[CH3:2].[Li+].[OH-]. Product: [C:1]([C:5]1[CH:9]=[C:8]([NH:10][C:11]([NH:13][C:14]2[C:23]3[C:18](=[CH:19][CH:20]=[CH:21][CH:22]=3)[CH:17]=[CH:16][CH:15]=2)=[O:12])[N:7]([C:24]2[CH:25]=[CH:26][C:27]([O:30][CH2:31][C:32]([OH:34])=[O:33])=[CH:28][CH:29]=2)[N:6]=1)([CH3:4])([CH3:2])[CH3:3]. The catalyst class is: 20. (2) Reactant: [CH2:1]([O:4][C:5]1[CH:10]=[CH:9][CH:8]=[CH:7][C:6]=1[N+:11]([O-])=O)[CH:2]=[CH2:3].[Cl-].[NH4+].[In]. Product: [CH2:1]([O:4][C:5]1[CH:10]=[CH:9][CH:8]=[CH:7][C:6]=1[NH2:11])[CH:2]=[CH2:3]. The catalyst class is: 8. (3) Reactant: [NH2:1][C:2]1[C:11]([C:12]([O:14][CH3:15])=[O:13])=[C:10]2[C:5]([C@H:6]3[CH2:16][C@H:7]3[CH2:8][O:9]2)=[CH:4][CH:3]=1.[F:17][C:18]1[CH:23]=[CH:22][C:21]([S:24](Cl)(=[O:26])=[O:25])=[C:20]([CH2:28][NH:29][C:30](=[O:35])[C:31]([F:34])([F:33])[F:32])[CH:19]=1. Product: [F:17][C:18]1[CH:23]=[CH:22][C:21]([S:24]([NH:1][C:2]2[C:11]([C:12]([O:14][CH3:15])=[O:13])=[C:10]3[C:5]([C@H:6]4[CH2:16][C@H:7]4[CH2:8][O:9]3)=[CH:4][CH:3]=2)(=[O:26])=[O:25])=[C:20]([CH2:28][NH:29][C:30](=[O:35])[C:31]([F:32])([F:33])[F:34])[CH:19]=1. The catalyst class is: 202. (4) Reactant: [CH3:1][C:2]1[O:3][C:4]2[CH:10]=[C:9]([NH2:11])[CH:8]=[CH:7][C:5]=2[N:6]=1.[C:12](O[C:12]([C:14]([F:17])([F:16])[F:15])=[O:13])([C:14]([F:17])([F:16])[F:15])=[O:13]. Product: [F:15][C:14]([F:17])([F:16])[C:12]([NH:11][C:9]1[CH:8]=[CH:7][C:5]2[N:6]=[C:2]([CH3:1])[O:3][C:4]=2[CH:10]=1)=[O:13]. The catalyst class is: 228.